Dataset: Forward reaction prediction with 1.9M reactions from USPTO patents (1976-2016). Task: Predict the product of the given reaction. (1) Given the reactants Cl[C:2]1[N:3]=[CH:4][C:5]2[CH:10]=[C:9]([C:11]#[N:12])[N:8]([CH:13]3[CH2:17][CH2:16][CH2:15][CH2:14]3)[C:6]=2[N:7]=1.[C:18]([O:22][C:23]([N:25]1[CH2:30][CH2:29][N:28]([C:31]2[CH:32]=[N:33][C:34]([NH2:37])=[CH:35][CH:36]=2)[CH2:27][CH:26]1[CH3:38])=[O:24])([CH3:21])([CH3:20])[CH3:19], predict the reaction product. The product is: [C:18]([O:22][C:23]([N:25]1[CH2:30][CH2:29][N:28]([C:31]2[CH:32]=[N:33][C:34]([NH:37][C:2]3[N:3]=[CH:4][C:5]4[CH:10]=[C:9]([C:11]#[N:12])[N:8]([CH:13]5[CH2:17][CH2:16][CH2:15][CH2:14]5)[C:6]=4[N:7]=3)=[CH:35][CH:36]=2)[CH2:27][CH:26]1[CH3:38])=[O:24])([CH3:21])([CH3:19])[CH3:20]. (2) Given the reactants [CH2:1]([C@@H:3]1[CH2:7][CH2:6][S:5](=[O:9])(=[O:8])[NH:4]1)[CH3:2].[CH3:10][C:11]1[C:12]([N:18]2[CH2:23][CH2:22][N:21]([C:24]([C:26]3[CH:31]=[CH:30][C:29](I)=[CH:28][CH:27]=3)=[O:25])[CH2:20][CH2:19]2)=[N:13][CH:14]=[C:15]([CH3:17])[CH:16]=1, predict the reaction product. The product is: [CH3:10][C:11]1[C:12]([N:18]2[CH2:19][CH2:20][N:21]([C:24]([C:26]3[CH:31]=[CH:30][C:29]([N:4]4[C@H:3]([CH2:1][CH3:2])[CH2:7][CH2:6][S:5]4(=[O:9])=[O:8])=[CH:28][CH:27]=3)=[O:25])[CH2:22][CH2:23]2)=[N:13][CH:14]=[C:15]([CH3:17])[CH:16]=1. (3) Given the reactants COC([C:5]1([CH2:18][C:19]2[CH:24]=[CH:23][C:22]([Cl:25])=[CH:21][CH:20]=2)[CH2:9][CH2:8][C:7]2([CH2:14][O:13][C:12]([CH3:16])([CH3:15])[O:11][CH2:10]2)[C:6]1=[O:17])=O.[OH-].[Na+], predict the reaction product. The product is: [Cl:25][C:22]1[CH:23]=[CH:24][C:19]([CH2:18][CH:5]2[CH2:9][CH2:8][C:7]3([CH2:10][O:11][C:12]([CH3:16])([CH3:15])[O:13][CH2:14]3)[C:6]2=[O:17])=[CH:20][CH:21]=1. (4) Given the reactants C[O:2][C:3]1[CH:8]=[CH:7][CH:6]=[CH:5][C:4]=1[S:9][CH2:10][CH2:11][CH2:12][CH2:13][CH2:14][CH2:15][CH2:16][C:17]([OH:19])=[O:18].B(Br)(Br)Br, predict the reaction product. The product is: [OH:2][C:3]1[CH:8]=[CH:7][CH:6]=[CH:5][C:4]=1[S:9][CH2:10][CH2:11][CH2:12][CH2:13][CH2:14][CH2:15][CH2:16][C:17]([OH:19])=[O:18].